Dataset: Peptide-MHC class I binding affinity with 185,985 pairs from IEDB/IMGT. Task: Regression. Given a peptide amino acid sequence and an MHC pseudo amino acid sequence, predict their binding affinity value. This is MHC class I binding data. The peptide sequence is GTDNSVVLSR. The MHC is Patr-A0301 with pseudo-sequence Patr-A0301. The binding affinity (normalized) is 0.716.